Dataset: Catalyst prediction with 721,799 reactions and 888 catalyst types from USPTO. Task: Predict which catalyst facilitates the given reaction. Reactant: C(OC1C=[CH:13][C:12]([NH:15][C:16]2[N:21]=CN=[C:18]([O:22][C:23]3[CH:28]=[CH:27][C:26]([NH:29][C:30](=[O:42])[CH2:31][C:32](NC4C=CC(F)=CC=4)=O)=[CH:25][C:24]=3[F:43])[CH:17]=2)=CC=1)C1C=CC=CC=1.CCO[C:47]([CH3:49])=O.C([O-])(O)=O.[Na+]. Product: [NH2:21][C:16]1[CH:17]=[C:18]([O:22][C:23]2[CH:28]=[CH:27][C:26]([NH:29][C:30](=[O:42])[C:31]3[CH:32]=[CH:12][N:15]=[C:16]([NH:21][C:47]4[CH:49]=[CH:25][C:24]([F:43])=[CH:23][CH:28]=4)[CH:17]=3)=[CH:25][C:24]=2[F:43])[CH:13]=[CH:12][N:15]=1. The catalyst class is: 26.